From a dataset of Forward reaction prediction with 1.9M reactions from USPTO patents (1976-2016). Predict the product of the given reaction. (1) The product is: [C:11]([O:14][CH2:4][CH2:3][C:2]([OH:5])=[O:1])(=[O:13])[CH3:12]. Given the reactants [O:1]1[CH2:4][CH2:3][C:2]1=[O:5].S(=O)(=O)(O)O.[C:11]([OH:14])(=[O:13])[CH3:12], predict the reaction product. (2) Given the reactants [OH:1][CH2:2][C:3]([C@H:5]([C@H:7]([C@@H:9]([CH2:11][OH:12])[OH:10])[OH:8])[OH:6])=[O:4].OCC([C@H]([C@@H]([C@@H](CO)O)O)O)=O, predict the reaction product. The product is: [O:1]=[CH:2][C@@H:3]([C@H:5]([C@@H:7]([C@@H:9]([CH2:11][OH:12])[OH:10])[OH:8])[OH:6])[OH:4]. (3) Given the reactants [Br:1][C:2]1[C:3](Cl)=[N:4][CH:5]=[C:6]([CH:10]=1)[C:7]([OH:9])=[O:8].[F:12][CH:13]([F:16])[CH2:14][OH:15], predict the reaction product. The product is: [Br:1][C:2]1[C:3]([O:15][CH2:14][CH:13]([F:16])[F:12])=[N:4][CH:5]=[C:6]([CH:10]=1)[C:7]([OH:9])=[O:8]. (4) Given the reactants [CH3:1][C:2]1[N:3]=[CH:4][NH:5][CH:6]=1.Cl[C:8]1[C:9]([Cl:15])=[N:10][C:11](Cl)=[N:12][CH:13]=1.C(N(CC)CC)C.[Cl-:23].[NH4+], predict the reaction product. The product is: [CH3:1][C:2]1[N:3]=[C:4]([C:11]2[N:12]=[C:13]([Cl:23])[CH:8]=[C:9]([Cl:15])[N:10]=2)[NH:5][CH:6]=1. (5) The product is: [Br:1][C:2]1[CH:3]=[C:4]2[C:8](=[CH:9][CH:10]=1)[N:7]([CH3:16])[C:6]([C:11]([O:13][CH2:14][CH3:15])=[O:12])=[CH:5]2. Given the reactants [Br:1][C:2]1[CH:3]=[C:4]2[C:8](=[CH:9][CH:10]=1)[NH:7][C:6]([C:11]([O:13][CH2:14][CH3:15])=[O:12])=[CH:5]2.[C:16](=O)([O-])[O-].[K+].[K+].CI, predict the reaction product. (6) Given the reactants [Cl:1][C:2]1[CH:3]=[C:4]([CH:7]=[CH:8][C:9]=1[OH:10])[CH:5]=[O:6].C([O-])([O-])=O.[K+].[K+].[CH:17](=O)[C:18]1C=CC=CC=1.[O-:25][Mn](=O)(=O)=O.[K+], predict the reaction product. The product is: [Cl:1][C:2]1[CH:3]=[C:4]([CH:7]=[CH:8][C:9]=1[O:10][CH2:17][CH3:18])[C:5]([OH:25])=[O:6]. (7) Given the reactants [CH:1]([NH2:4])([CH3:3])[CH3:2].[O:5]1[C:7]([CH3:9])([CH3:8])[CH2:6]1, predict the reaction product. The product is: [CH:1]([NH:4][CH2:6][C:7]([CH3:9])([CH3:8])[OH:5])([CH3:3])[CH3:2]. (8) The product is: [N+:30]([C:26]1[CH:25]=[C:24]([CH:29]=[CH:28][CH:27]=1)[CH2:23][NH:1][C:2]1[CH:3]=[C:4]([NH:8][C:9](=[O:15])[O:10][C:11]([CH3:12])([CH3:14])[CH3:13])[CH:5]=[CH:6][CH:7]=1)([O-:32])=[O:31]. Given the reactants [NH2:1][C:2]1[CH:3]=[C:4]([NH:8][C:9](=[O:15])[O:10][C:11]([CH3:14])([CH3:13])[CH3:12])[CH:5]=[CH:6][CH:7]=1.C(=O)([O-])[O-].[K+].[K+].Br[CH2:23][C:24]1[CH:29]=[CH:28][CH:27]=[C:26]([N+:30]([O-:32])=[O:31])[CH:25]=1, predict the reaction product. (9) Given the reactants [Br:1][C:2]1[CH:3]=[CH:4][C:5]2[N:6]([C:8](I)=[CH:9][N:10]=2)[N:7]=1.[C:12]([Si:14]([CH3:17])([CH3:16])[CH3:15])#[CH:13].CCN(C(C)C)C(C)C, predict the reaction product. The product is: [Br:1][C:2]1[CH:3]=[CH:4][C:5]2[N:6]([C:8]([C:13]#[C:12][Si:14]([CH3:17])([CH3:16])[CH3:15])=[CH:9][N:10]=2)[N:7]=1.